This data is from Reaction yield outcomes from USPTO patents with 853,638 reactions. The task is: Predict the reaction yield, written as a fraction of the theoretical maximum amount of product (1.0 means a 100% yield; for example, 0.34 means a 34% yield). (1) The reactants are CO[C:3]([C:5]1[C:13]2[C:8](=[CH:9][C:10]([C:14]3[CH:19]=[C:18]([F:20])[C:17]([O:21][CH2:22][O:23][CH2:24][CH2:25][Si:26]([CH3:29])([CH3:28])[CH3:27])=[CH:16][C:15]=3[CH2:30][CH3:31])=[CH:11][CH:12]=2)[N:7]([CH:32]2[CH2:37][CH2:36][CH2:35][CH2:34][O:33]2)[N:6]=1)=[NH:4].[CH2:38]([N:45]1[CH2:50][CH2:49][C:48]([O:54][CH2:55][CH3:56])([O:51][CH2:52][CH3:53])[CH:47]([NH2:57])[CH2:46]1)[C:39]1[CH:44]=[CH:43][CH:42]=[CH:41][CH:40]=1.C(O)(=O)C. The catalyst is C(O)C. The product is [CH2:38]([N:45]1[CH2:50][CH2:49][C:48]([O:54][CH2:55][CH3:56])([O:51][CH2:52][CH3:53])[CH:47]([NH:57][C:3]([C:5]2[C:13]3[C:8](=[CH:9][C:10]([C:14]4[CH:19]=[C:18]([F:20])[C:17]([O:21][CH2:22][O:23][CH2:24][CH2:25][Si:26]([CH3:29])([CH3:27])[CH3:28])=[CH:16][C:15]=4[CH2:30][CH3:31])=[CH:11][CH:12]=3)[N:7]([CH:32]3[CH2:37][CH2:36][CH2:35][CH2:34][O:33]3)[N:6]=2)=[NH:4])[CH2:46]1)[C:39]1[CH:40]=[CH:41][CH:42]=[CH:43][CH:44]=1. The yield is 0.450. (2) The reactants are [I:1][C:2]1[CH:7]=[CH:6][C:5]([OH:8])=[CH:4][CH:3]=1.C(=O)([O-])[O-].[Cs+].[Cs+].Br[CH2:16][CH2:17][Cl:18]. The catalyst is C(#N)C. The product is [Cl:18][CH2:17][CH2:16][O:8][C:5]1[CH:6]=[CH:7][C:2]([I:1])=[CH:3][CH:4]=1. The yield is 0.680. (3) The reactants are [NH2:1][C:2]1[C:9]([O:10][CH3:11])=[C:8]([O:12][CH2:13][CH2:14][CH2:15][N:16]2[CH2:21][CH2:20][O:19][CH2:18][CH2:17]2)[CH:7]=[CH:6][C:3]=1[C:4]#[N:5].[CH2:22](N)[CH2:23][NH2:24].[S]. The catalyst is O. The product is [NH:5]1[CH2:22][CH2:23][N:24]=[C:4]1[C:3]1[C:2]([NH2:1])=[C:9]([O:10][CH3:11])[C:8]([O:12][CH2:13][CH2:14][CH2:15][N:16]2[CH2:17][CH2:18][O:19][CH2:20][CH2:21]2)=[CH:7][CH:6]=1. The yield is 0.430. (4) The reactants are [N-]=[N+]=[N-].[Na+].N(CC1CC2C=C(Cl)C=C(C3C=CSC=3)C=2O1)=[N+]=[N-].[N:24]([CH2:27][CH:28]1[CH2:32][C:31]2[CH:33]=[C:34]([F:47])[CH:35]=[C:36]([C:37]3[CH:42]=[CH:41][CH:40]=[CH:39][C:38]=3[C:43]([F:46])([F:45])[F:44])[C:30]=2[O:29]1)=[N+]=[N-].[N-]=[N+]=[N-].C1(P(C2C=CC=CC=2)C2C=CC=CC=2)C=CC=CC=1. No catalyst specified. The product is [F:47][C:34]1[CH:35]=[C:36]([C:37]2[CH:42]=[CH:41][CH:40]=[CH:39][C:38]=2[C:43]([F:46])([F:44])[F:45])[C:30]2[O:29][CH:28]([CH2:27][NH2:24])[CH2:32][C:31]=2[CH:33]=1. The yield is 0.890. (5) The reactants are CC(C)([O-])C.[K+].[F:7][C:8]1[CH:13]=[CH:12][C:11]([SH:14])=[CH:10][CH:9]=1.[C:15]([N:19]1[C:23]2=[N:24][C:25](Cl)=[N:26][C:27]([NH:28][C:29]3[CH:33]=[C:32]([CH3:34])[NH:31][N:30]=3)=[C:22]2[CH:21]=[N:20]1)([CH3:18])([CH3:17])[CH3:16]. The catalyst is C[C@H](P(C(C)(C)C)C(C)(C)C)[C]1[C](P(C2CCCCC2)C2CCCCC2)[CH][CH][CH]1.[CH]1[CH][CH][CH][CH]1.[Fe].C([O-])(=O)C.[Pd+2].C([O-])(=O)C.COCCOC. The product is [C:15]([N:19]1[C:23]2=[N:24][C:25]([S:14][C:11]3[CH:12]=[CH:13][C:8]([F:7])=[CH:9][CH:10]=3)=[N:26][C:27]([NH:28][C:29]3[CH:33]=[C:32]([CH3:34])[NH:31][N:30]=3)=[C:22]2[CH:21]=[N:20]1)([CH3:18])([CH3:17])[CH3:16]. The yield is 0.380.